This data is from Forward reaction prediction with 1.9M reactions from USPTO patents (1976-2016). The task is: Predict the product of the given reaction. (1) Given the reactants [Cl:1][C:2]1[N:7]=[C:6](OC)[N:5]=[C:4]([NH:10][C:11]2[CH:16]=[CH:15][C:14]([N:17]3[CH:21]=[C:20]([CH3:22])[N:19]=[CH:18]3)=[C:13]([O:23][CH3:24])[CH:12]=2)[N:3]=1.[CH2:25]([N:27](CC)CC)C.Cl[C:33]1N=C(Cl)N=C(N(C)C)N=1, predict the reaction product. The product is: [Cl:1][C:2]1[N:3]=[C:4]([N:10]([C:11]2[CH:16]=[CH:15][C:14]([N:17]3[CH:21]=[C:20]([CH3:22])[N:19]=[CH:18]3)=[C:13]([O:23][CH3:24])[CH:12]=2)[CH3:33])[N:5]=[C:6]([NH:27][CH3:25])[N:7]=1. (2) Given the reactants [C:1](Cl)(=O)[CH3:2].[C:5]1([CH2:15][C:16]([OH:18])=[O:17])[CH:10]=[CH:9][CH:8]=[C:7]([CH2:11][C:12]([OH:14])=[O:13])[CH:6]=1.[CH2:19](O)[CH3:20], predict the reaction product. The product is: [C:5]1([CH2:15][C:16]([O:18][CH2:1][CH3:2])=[O:17])[CH:10]=[CH:9][CH:8]=[C:7]([CH2:11][C:12]([O:14][CH2:19][CH3:20])=[O:13])[CH:6]=1. (3) The product is: [OH:40][CH2:39][CH2:38][N:35]1[CH2:34][CH2:33][N:32]([C:29]2[CH:30]=[CH:31][C:26]([NH:25][C:2]3[N:24]=[C:5]4[C:6]([NH:10][CH2:11][C:12]5[C:13]([N:18]([CH3:23])[S:19]([CH3:22])(=[O:21])=[O:20])=[N:14][CH:15]=[CH:16][CH:17]=5)=[CH:7][CH:8]=[CH:9][N:4]4[N:3]=3)=[CH:27][CH:28]=2)[CH2:37][CH2:36]1. Given the reactants Cl[C:2]1[N:24]=[C:5]2[C:6]([NH:10][CH2:11][C:12]3[C:13]([N:18]([CH3:23])[S:19]([CH3:22])(=[O:21])=[O:20])=[N:14][CH:15]=[CH:16][CH:17]=3)=[CH:7][CH:8]=[CH:9][N:4]2[N:3]=1.[NH2:25][C:26]1[CH:31]=[CH:30][C:29]([N:32]2[CH2:37][CH2:36][N:35]([CH2:38][CH2:39][OH:40])[CH2:34][CH2:33]2)=[CH:28][CH:27]=1.C1(P(C2CCCCC2)C2C=CC=CC=2C2C=CC=CC=2P(C2CCCCC2)C2CCCCC2)CCCCC1, predict the reaction product. (4) Given the reactants [CH:1]12[CH2:11][CH:6]3[CH2:7][CH:8]([CH2:10][CH:3]([NH:4][C:5]3=[O:12])[CH2:2]1)[CH2:9]2.[H-].[Na+], predict the reaction product. The product is: [CH2:2]([C:1]12[CH2:11][CH:6]3[CH2:7][CH:8]([CH2:10][CH:3]([NH:4][C:5]3=[O:12])[CH2:2]1)[CH2:9]2)[CH:1]([CH3:11])[CH3:9]. (5) Given the reactants [CH:1]1[C:11]2[CH2:10][CH2:9][C:8]3[CH:12]=[CH:13][CH:14]=[CH:15][C:7]=3[C:6](=[CH:16][C:17]3[CH:22]=[CH:21][C:20]([NH2:23])=[CH:19][CH:18]=3)[C:5]=2[CH:4]=[CH:3][CH:2]=1.[CH3:24][N:25]([CH3:30])[S:26](Cl)(=[O:28])=[O:27], predict the reaction product. The product is: [CH:1]1[C:11]2[CH2:10][CH2:9][C:8]3[CH:12]=[CH:13][CH:14]=[CH:15][C:7]=3[C:6](=[CH:16][C:17]3[CH:22]=[CH:21][C:20]([NH:23][S:26](=[O:28])(=[O:27])[N:25]([CH3:30])[CH3:24])=[CH:19][CH:18]=3)[C:5]=2[CH:4]=[CH:3][CH:2]=1.